From a dataset of Full USPTO retrosynthesis dataset with 1.9M reactions from patents (1976-2016). Predict the reactants needed to synthesize the given product. (1) Given the product [CH2:33]([O:32][C:30]([CH:29]1[O:18][C:15]2[CH:16]=[CH:17][C:12]([CH2:11][CH:10]([N:7]([C:6]([O:5][C:1]([CH3:2])([CH3:3])[CH3:4])=[O:21])[CH2:8][CH3:9])[CH3:20])=[CH:13][C:14]=2[O:19]1)=[O:31])[CH3:34], predict the reactants needed to synthesize it. The reactants are: [C:1]([O:5][C:6](=[O:21])[N:7]([CH:10]([CH3:20])[CH2:11][C:12]1[CH:17]=[CH:16][C:15]([OH:18])=[C:14]([OH:19])[CH:13]=1)[CH2:8][CH3:9])([CH3:4])([CH3:3])[CH3:2].C([O-])([O-])=O.[K+].[K+].Br[CH:29](Br)[C:30]([O:32][CH2:33][CH3:34])=[O:31]. (2) Given the product [Br:1][C:2]1[C:7]2[C:8]([CH:11]=[O:12])=[CH:9][S:10][C:6]=2[CH:5]=[CH:4][CH:3]=1, predict the reactants needed to synthesize it. The reactants are: [Br:1][C:2]1[C:7]2[CH:8]=[CH:9][S:10][C:6]=2[CH:5]=[CH:4][CH:3]=1.[CH3:11][O:12]C(Cl)Cl.C([O-])(O)=O.[Na+]. (3) Given the product [Cl:1][C:2]1[CH:3]=[C:4]2[C:9](=[CH:10][C:11]=1[OH:12])[O:8][CH2:7][CH2:6][CH:21]2[C:20]([OH:23])=[O:22], predict the reactants needed to synthesize it. The reactants are: [Cl:1][C:2]1[CH:3]=[C:4]2[C:9](=[CH:10][C:11]=1[OH:12])[O:8][CH2:7][CH2:6]C2(O[Si](C)(C)C)C#N.[C:20]([OH:23])(=[O:22])[CH3:21].